Dataset: Forward reaction prediction with 1.9M reactions from USPTO patents (1976-2016). Task: Predict the product of the given reaction. (1) Given the reactants [H-].[Na+].[F:3][C:4]([F:19])([F:18])[CH:5]([C:7]1[CH:12]=[CH:11][CH:10]=[CH:9][C:8]=1[C:13]1[CH:17]=[CH:16][O:15][CH:14]=1)[OH:6].[Cl:20][C:21]1[CH:26]=[C:25](Cl)[N:24]=[CH:23][N:22]=1.O, predict the reaction product. The product is: [Cl:20][C:21]1[CH:26]=[C:25]([O:6][CH:5]([C:7]2[CH:12]=[CH:11][CH:10]=[CH:9][C:8]=2[C:13]2[CH:17]=[CH:16][O:15][CH:14]=2)[C:4]([F:3])([F:18])[F:19])[N:24]=[CH:23][N:22]=1. (2) Given the reactants Br[C:2]1[CH:3]=[CH:4][C:5]([C:8]([C:14]2[CH:15]=[N:16][CH:17]=[N:18][CH:19]=2)([OH:13])[C:9]([CH3:12])([CH3:11])[CH3:10])=[N:6][CH:7]=1.[F:20][C:21]1[CH:26]=[C:25]([O:27][C:28]([F:31])([F:30])[F:29])[CH:24]=[CH:23][C:22]=1B1OC(C)(C)C(C)(C)O1, predict the reaction product. The product is: [F:20][C:21]1[CH:26]=[C:25]([O:27][C:28]([F:29])([F:30])[F:31])[CH:24]=[CH:23][C:22]=1[C:2]1[CH:3]=[CH:4][C:5]([C:8]([C:14]2[CH:15]=[N:16][CH:17]=[N:18][CH:19]=2)([OH:13])[C:9]([CH3:12])([CH3:11])[CH3:10])=[N:6][CH:7]=1. (3) Given the reactants FC(F)(F)S(O[C:7]1[C:8]([CH3:46])([CH3:45])[C@H:9]2[C@:22]([CH3:25])([CH2:23][CH:24]=1)[C@@H:21]1[C@:12]([CH3:44])([C@@:13]3([CH3:43])[C@H:18]([CH2:19][CH2:20]1)[C@H:17]1[C@H:26]([C:29]([CH3:31])=[CH2:30])[CH2:27][CH2:28][C@:16]1([NH:32][CH2:33][CH2:34][N:35]1[CH2:40][CH2:39][S:38](=[O:42])(=[O:41])[CH2:37][CH2:36]1)[CH2:15][CH2:14]3)[CH2:11][CH2:10]2)(=O)=O.[F:49][CH2:50][C@:51]1([C:66]([O:68][CH2:69][C:70]2[CH:75]=[CH:74][CH:73]=[CH:72][CH:71]=2)=[O:67])[CH2:56][CH2:55][C:54](B2OC(C)(C)C(C)(C)O2)=[CH:53][CH2:52]1.C([O-])([O-])=O.[Na+].[Na+].O, predict the reaction product. The product is: [O:42]=[S:38]1(=[O:41])[CH2:39][CH2:40][N:35]([CH2:34][CH2:33][NH:32][C@:16]23[CH2:28][CH2:27][C@@H:26]([C:29]([CH3:31])=[CH2:30])[C@@H:17]2[C@@H:18]2[C@@:13]([CH3:43])([CH2:14][CH2:15]3)[C@@:12]3([CH3:44])[C@@H:21]([C@:22]4([CH3:25])[C@@H:9]([CH2:10][CH2:11]3)[C:8]([CH3:45])([CH3:46])[C:7]([C:54]3[CH2:55][CH2:56][C@:51]([CH2:50][F:49])([C:66]([O:68][CH2:69][C:70]5[CH:71]=[CH:72][CH:73]=[CH:74][CH:75]=5)=[O:67])[CH2:52][CH:53]=3)=[CH:24][CH2:23]4)[CH2:20][CH2:19]2)[CH2:36][CH2:37]1. (4) Given the reactants [NH2:1][C:2]1[N:6]([C:7]2[CH:8]=[C:9]([CH:15]=[CH:16][CH:17]=2)[O:10][C@H:11]([CH3:14])[CH2:12][OH:13])[N:5]=[C:4]([C:18]([CH3:21])([CH3:20])[CH3:19])[CH:3]=1.[OH-].[Na+].Cl[C:25]([O:27][CH2:28][C:29]([Cl:32])([Cl:31])[Cl:30])=[O:26], predict the reaction product. The product is: [Cl:30][C:29]([Cl:32])([Cl:31])[CH2:28][O:27][C:25](=[O:26])[NH:1][C:2]1[N:6]([C:7]2[CH:17]=[CH:16][CH:15]=[C:9]([O:10][C@H:11]([CH3:14])[CH2:12][OH:13])[CH:8]=2)[N:5]=[C:4]([C:18]([CH3:20])([CH3:19])[CH3:21])[CH:3]=1. (5) Given the reactants [CH2:1]([O:3][P:4]([CH2:9][C:10]1[CH:15]=[CH:14][CH:13]=[C:12]([CH2:16][N:17]2[C:25](Br)=[N:24][C:23]3[C:18]2=[N:19][C:20]([O:28][CH2:29][CH2:30][O:31][CH3:32])=[N:21][C:22]=3[NH2:27])[CH:11]=1)(=[O:8])[O:5]CC)[CH3:2].C([O-])(=[S:35])C.[K+], predict the reaction product. The product is: [CH2:1]([O:3][P:4]([CH2:9][C:10]1[CH:15]=[CH:14][CH:13]=[C:12]([CH2:16][N:17]2[C:25]([SH:35])=[N:24][C:23]3[C:18]2=[N:19][C:20]([O:28][CH2:29][CH2:30][O:31][CH3:32])=[N:21][C:22]=3[NH2:27])[CH:11]=1)(=[O:8])[OH:5])[CH3:2]. (6) Given the reactants [CH:1]([C:4]1([OH:14])[CH:11]2[CH2:12][CH:7]3[CH2:8][CH:9]([CH2:13][CH:5]1[CH2:6]3)[CH2:10]2)([CH3:3])[CH3:2].[OH:15][C:16](C12CC3CC(CC(C3)C1)C2)(C)[CH:17](C)[CH3:18], predict the reaction product. The product is: [CH:1]([C:4]1([O:14][C:16](=[O:15])[CH:17]=[CH2:18])[CH:5]2[CH2:13][CH:9]3[CH2:8][CH:7]([CH2:12][CH:11]1[CH2:10]3)[CH2:6]2)([CH3:3])[CH3:2]. (7) Given the reactants [F:1][C:2]1[CH:7]=[CH:6][C:5](/[CH:8]=[CH:9]/[C:10]([C:12]2[S:13][CH:14]=[CH:15][CH:16]=2)=O)=[CH:4][CH:3]=1.C1(C=CC(C2C=CC=CC=2)=O)C=CC=CC=1.[C:33]([CH2:35][C:36]([NH2:38])=[S:37])#[N:34], predict the reaction product. The product is: [F:1][C:2]1[CH:7]=[CH:6][C:5]([C:8]2[CH:9]=[C:10]([C:12]3[S:13][CH:14]=[CH:15][CH:16]=3)[NH:38][C:36](=[S:37])[C:35]=2[C:33]#[N:34])=[CH:4][CH:3]=1. (8) Given the reactants [CH3:1][CH:2]([C:8](=O)[C:9]([O:11][CH2:12][CH3:13])=[O:10])[C:3]([O:5]CC)=O.C(O)(=O)C.Cl.Cl.[CH2:21]([O:23][C:24]1[CH:32]=[C:31]([F:33])[C:27]([CH2:28][NH:29][NH2:30])=[C:26]([F:34])[CH:25]=1)[CH3:22].C(OCC)(=O)C, predict the reaction product. The product is: [CH2:21]([O:23][C:24]1[CH:25]=[C:26]([F:34])[C:27]([CH2:28][N:29]2[C:3]([OH:5])=[C:2]([CH3:1])[C:8]([C:9]([O:11][CH2:12][CH3:13])=[O:10])=[N:30]2)=[C:31]([F:33])[CH:32]=1)[CH3:22]. (9) Given the reactants [NH:1]1[CH2:6][CH2:5][O:4][CH2:3][CH2:2]1.[CH3:7][N:8]1[C:12]([C:13](=[O:36])[NH:14][C:15]2[N:20]=[C:19]([N:21]3[CH2:26][CH2:25][O:24][CH2:23][CH2:22]3)[N:18]3[CH:27]=[C:28]([C:30]4[CH:35]=[CH:34][CH:33]=[CH:32][CH:31]=4)[N:29]=[C:17]3[CH:16]=2)=[C:11]([C:37]([OH:39])=O)[CH:10]=[N:9]1, predict the reaction product. The product is: [N:21]1([C:19]2[N:18]3[CH:27]=[C:28]([C:30]4[CH:31]=[CH:32][CH:33]=[CH:34][CH:35]=4)[N:29]=[C:17]3[CH:16]=[C:15]([NH:14][C:13]([C:12]3[N:8]([CH3:7])[N:9]=[CH:10][C:11]=3[C:37]([N:1]3[CH2:6][CH2:5][O:4][CH2:3][CH2:2]3)=[O:39])=[O:36])[N:20]=2)[CH2:22][CH2:23][O:24][CH2:25][CH2:26]1. (10) Given the reactants [Cl:1][C:2]1[CH:3]=[C:4]([C:9]2([C:32]([F:35])([F:34])[F:33])[O:13][N:12]=[C:11]([C:14]3[S:18][C:17]([C:19]([NH:21][C@@H:22]4[CH2:26][CH2:25][NH:24][C:23]4=[O:27])=[O:20])=[C:16]4[CH2:28][CH2:29][CH2:30][CH2:31][C:15]=34)[CH2:10]2)[CH:5]=[C:6]([Cl:8])[CH:7]=1.C(=O)=O.CO, predict the reaction product. The product is: [Cl:8][C:6]1[CH:5]=[C:4]([C@@:9]2([C:32]([F:34])([F:33])[F:35])[O:13][N:12]=[C:11]([C:14]3[S:18][C:17]([C:19]([NH:21][C@@H:22]4[CH2:26][CH2:25][NH:24][C:23]4=[O:27])=[O:20])=[C:16]4[CH2:28][CH2:29][CH2:30][CH2:31][C:15]=34)[CH2:10]2)[CH:3]=[C:2]([Cl:1])[CH:7]=1.